Dataset: Catalyst prediction with 721,799 reactions and 888 catalyst types from USPTO. Task: Predict which catalyst facilitates the given reaction. (1) The catalyst class is: 8. Product: [CH:1]([CH:4]1[CH2:9][NH:8][C:7](=[O:10])[C:6]2[CH:14]=[C:15]([C:17]3[CH:22]=[CH:21][N:20]=[CH:19][CH:18]=3)[NH:27][C:5]1=2)([CH3:3])[CH3:2]. Reactant: [CH:1]([CH:4]1[CH2:9][NH:8][C:7](=[O:10])[CH2:6][C:5]1=O)([CH3:3])[CH3:2].Br.Br[CH2:14][C:15]([C:17]1[CH:22]=[CH:21][N:20]=[CH:19][CH:18]=1)=O.C([O-])(=O)C.[NH4+:27]. (2) Reactant: [O:1]1[C:5]([C:6](=[S:8])[NH2:7])=[CH:4][CH:3]=[N:2]1.Br[CH2:10][C:11](=O)[C:12]([O:14][CH2:15][CH3:16])=[O:13]. Product: [O:1]1[C:5]([C:6]2[S:8][CH:10]=[C:11]([C:12]([O:14][CH2:15][CH3:16])=[O:13])[N:7]=2)=[CH:4][CH:3]=[N:2]1. The catalyst class is: 8. (3) Reactant: C([N:8]1[CH2:13][CH2:12][N:11](CC2C=CC=CC=2)[CH2:10][C@@H:9]1[CH2:21][CH2:22][C:23]1[CH:28]=[CH:27][C:26]([F:29])=[CH:25][CH:24]=1)C1C=CC=CC=1.C([O-])=O.[NH4+]. Product: [F:29][C:26]1[CH:27]=[CH:28][C:23]([CH2:22][CH2:21][C@H:9]2[CH2:10][NH:11][CH2:12][CH2:13][NH:8]2)=[CH:24][CH:25]=1. The catalyst class is: 63. (4) Reactant: [C:1]([O:5][C:6](=[O:15])[NH:7][C:8]1[CH:13]=[CH:12][CH:11]=[C:10]([Cl:14])[N:9]=1)([CH3:4])([CH3:3])[CH3:2].C([Li])CCC.[C:21](N1CCOCC1)(=[O:24])[CH2:22][CH3:23].[Cl-].[NH4+]. Product: [C:1]([O:5][C:6](=[O:15])[NH:7][C:8]1[C:13]([C:21](=[O:24])[CH2:22][CH3:23])=[CH:12][CH:11]=[C:10]([Cl:14])[N:9]=1)([CH3:4])([CH3:2])[CH3:3]. The catalyst class is: 56. (5) Reactant: [OH:1][C:2]1[CH:11]=[C:10]2[C:5]([C:6]([O:12][C:13]3[CH:18]=[CH:17][C:16]([NH:19][C:20]([C:22]4[C:23](=[O:35])[N:24]([C:29]5[CH:34]=[CH:33][CH:32]=[CH:31][CH:30]=5)[N:25]([CH3:28])[C:26]=4[CH3:27])=[O:21])=[CH:15][CH:14]=3)=[CH:7][CH:8]=[N:9]2)=[CH:4][C:3]=1[O:36][CH3:37].[CH3:38][C:39]1([O:42][CH2:41]1)[CH3:40].C([O-])([O-])=O.[K+].[K+]. Product: [OH:42][C:39]([CH3:41])([CH3:40])[CH2:38][O:1][C:2]1[CH:11]=[C:10]2[C:5]([C:6]([O:12][C:13]3[CH:14]=[CH:15][C:16]([NH:19][C:20]([C:22]4[C:23](=[O:35])[N:24]([C:29]5[CH:30]=[CH:31][CH:32]=[CH:33][CH:34]=5)[N:25]([CH3:28])[C:26]=4[CH3:27])=[O:21])=[CH:17][CH:18]=3)=[CH:7][CH:8]=[N:9]2)=[CH:4][C:3]=1[O:36][CH3:37]. The catalyst class is: 18.